This data is from Merck oncology drug combination screen with 23,052 pairs across 39 cell lines. The task is: Regression. Given two drug SMILES strings and cell line genomic features, predict the synergy score measuring deviation from expected non-interaction effect. (1) Drug 1: NC(=O)c1cccc2cn(-c3ccc(C4CCCNC4)cc3)nc12. Drug 2: COC1=C2CC(C)CC(OC)C(O)C(C)C=C(C)C(OC(N)=O)C(OC)C=CC=C(C)C(=O)NC(=CC1=O)C2=O. Cell line: A427. Synergy scores: synergy=3.52. (2) Drug 1: CC1(c2nc3c(C(N)=O)cccc3[nH]2)CCCN1. Drug 2: CNC(=O)c1cc(Oc2ccc(NC(=O)Nc3ccc(Cl)c(C(F)(F)F)c3)cc2)ccn1. Cell line: ES2. Synergy scores: synergy=7.06. (3) Drug 1: CCC1=CC2CN(C1)Cc1c([nH]c3ccccc13)C(C(=O)OC)(c1cc3c(cc1OC)N(C)C1C(O)(C(=O)OC)C(OC(C)=O)C4(CC)C=CCN5CCC31C54)C2. Drug 2: C=CCn1c(=O)c2cnc(Nc3ccc(N4CCN(C)CC4)cc3)nc2n1-c1cccc(C(C)(C)O)n1. Cell line: RKO. Synergy scores: synergy=-1.43. (4) Drug 1: CN1C(=O)C=CC2(C)C3CCC4(C)C(NC(=O)OCC(F)(F)F)CCC4C3CCC12. Drug 2: O=S1(=O)NC2(CN1CC(F)(F)F)C1CCC2Cc2cc(C=CCN3CCC(C(F)(F)F)CC3)ccc2C1. Cell line: HT29. Synergy scores: synergy=19.7. (5) Drug 1: N.N.O=C(O)C1(C(=O)O)CCC1.[Pt]. Drug 2: Cn1cc(-c2cnn3c(N)c(Br)c(C4CCCNC4)nc23)cn1. Cell line: MSTO. Synergy scores: synergy=-3.50. (6) Drug 1: O=C(O)C1(Cc2cccc(Nc3nccs3)n2)CCC(Oc2cccc(Cl)c2F)CC1. Drug 2: CC(C)CC(NC(=O)C(Cc1ccccc1)NC(=O)c1cnccn1)B(O)O. Cell line: RPMI7951. Synergy scores: synergy=-8.22. (7) Drug 1: CN1C(=O)C=CC2(C)C3CCC4(C)C(NC(=O)OCC(F)(F)F)CCC4C3CCC12. Drug 2: C#Cc1cccc(Nc2ncnc3cc(OCCOC)c(OCCOC)cc23)c1. Cell line: PA1. Synergy scores: synergy=11.7. (8) Drug 1: CC1CC2C3CCC4=CC(=O)C=CC4(C)C3(F)C(O)CC2(C)C1(O)C(=O)CO. Drug 2: CNC(=O)c1cc(Oc2ccc(NC(=O)Nc3ccc(Cl)c(C(F)(F)F)c3)cc2)ccn1. Cell line: SKOV3. Synergy scores: synergy=10.2. (9) Drug 1: O=P1(N(CCCl)CCCl)NCCCO1. Drug 2: CS(=O)(=O)CCNCc1ccc(-c2ccc3ncnc(Nc4ccc(OCc5cccc(F)c5)c(Cl)c4)c3c2)o1. Cell line: KPL1. Synergy scores: synergy=-7.47. (10) Drug 1: NC(=O)c1cccc2cn(-c3ccc(C4CCCNC4)cc3)nc12. Drug 2: O=C(NOCC(O)CO)c1ccc(F)c(F)c1Nc1ccc(I)cc1F. Cell line: ZR751. Synergy scores: synergy=13.9.